From a dataset of Reaction yield outcomes from USPTO patents with 853,638 reactions. Predict the reaction yield, written as a fraction of the theoretical maximum amount of product (1.0 means a 100% yield; for example, 0.34 means a 34% yield). (1) The reactants are [CH3:1][O:2][C:3]1[CH:4]=[C:5]([C:13]([C:15]#[C:16][CH2:17][NH:18][C:19]([O:21][C:22]([CH3:25])([CH3:24])[CH3:23])=[O:20])=O)[CH:6]=[C:7]([O:11][CH3:12])[C:8]=1[O:9][CH3:10].[BrH:26].C([O-])(O)=O.[Na+].C(OCC)(=O)C. The catalyst is C(Cl)Cl. The product is [Br:26][C:16]1[CH:15]=[C:13]([C:5]2[CH:4]=[C:3]([O:2][CH3:1])[C:8]([O:9][CH3:10])=[C:7]([O:11][CH3:12])[CH:6]=2)[N:18]([C:19]([O:21][C:22]([CH3:25])([CH3:24])[CH3:23])=[O:20])[CH:17]=1. The yield is 0.899. (2) The reactants are [Na].[NH:2]1[C:6]([SH:7])=[CH:5][N:4]=[N:3]1.[C:8]([O:12][C:13]([N:15]1[CH2:21][CH2:20][C:19]2[C:22]([CH2:27]Cl)=[C:23]([Cl:26])[CH:24]=[CH:25][C:18]=2[CH2:17][CH2:16]1)=[O:14])([CH3:11])([CH3:10])[CH3:9]. The catalyst is CN(C=O)C. The product is [C:8]([O:12][C:13]([N:15]1[CH2:21][CH2:20][C:19]2[C:22]([CH2:27][S:7][C:6]3[NH:2][N:3]=[N:4][CH:5]=3)=[C:23]([Cl:26])[CH:24]=[CH:25][C:18]=2[CH2:17][CH2:16]1)=[O:14])([CH3:11])([CH3:10])[CH3:9]. The yield is 0.900.